This data is from Forward reaction prediction with 1.9M reactions from USPTO patents (1976-2016). The task is: Predict the product of the given reaction. (1) Given the reactants [CH3:1][S:2](Cl)(=[O:4])=[O:3].Cl.[Cl:7][C:8]1[CH:13]=[CH:12][CH:11]=[CH:10][C:9]=1[CH:14]([NH2:19])[CH2:15][N+:16]([O-:18])=[O:17], predict the reaction product. The product is: [Cl:7][C:8]1[CH:13]=[CH:12][CH:11]=[CH:10][C:9]=1[CH:14]([NH:19][S:2]([CH3:1])(=[O:4])=[O:3])[CH2:15][N+:16]([O-:18])=[O:17]. (2) The product is: [CH3:15][N:16]1[C:4]([OH:5])=[CH:3][C:2]([C:9]2[CH:14]=[CH:13][CH:12]=[CH:11][N:10]=2)=[N:17]1. Given the reactants O=[C:2]([C:9]1[CH:14]=[CH:13][CH:12]=[CH:11][N:10]=1)[CH2:3][C:4](OCC)=[O:5].[CH3:15][NH:16][NH2:17], predict the reaction product. (3) Given the reactants [S:1]1[C:5]2[CH:6]=[CH:7][CH:8]=[CH:9][C:4]=2[C:3]([C:10]2[CH:11]=[C:12]([CH:15]=[CH:16][CH:17]=2)[CH:13]=[O:14])=[CH:2]1.[H-].[Al+3].[Li+].[H-].[H-].[H-].O.O.O.O.O.O.O.O.O.O.S([O-])([O-])(=O)=O.[Na+].[Na+], predict the reaction product. The product is: [S:1]1[C:5]2[CH:6]=[CH:7][CH:8]=[CH:9][C:4]=2[C:3]([C:10]2[CH:11]=[C:12]([CH2:13][OH:14])[CH:15]=[CH:16][CH:17]=2)=[CH:2]1. (4) Given the reactants [NH2:1][C:2]1[N:6]([CH3:7])[N:5]=[C:4]([OH:8])[C:3]=1[C:9]1[CH:14]=[CH:13][C:12]([CH3:15])=[CH:11][CH:10]=1.C(=O)([O-])[O-].[K+].[K+].[CH3:22][O:23][CH2:24][CH2:25]Br, predict the reaction product. The product is: [CH3:22][O:23][CH2:24][CH2:25][O:8][C:4]1[C:3]([C:9]2[CH:14]=[CH:13][C:12]([CH3:15])=[CH:11][CH:10]=2)=[C:2]([NH2:1])[N:6]([CH3:7])[N:5]=1.